Dataset: Reaction yield outcomes from USPTO patents with 853,638 reactions. Task: Predict the reaction yield, written as a fraction of the theoretical maximum amount of product (1.0 means a 100% yield; for example, 0.34 means a 34% yield). (1) The reactants are [Cl:1][C:2]1[CH:3]=[C:4]2[C:9](=[CH:10][C:11]=1[O:12][C:13]1[CH:21]=[CH:20][C:16]([C:17](O)=[O:18])=[CH:15][CH:14]=1)[O:8][CH2:7][CH2:6][CH:5]2[C:22]([O:24][CH2:25][CH3:26])=[O:23].[O:27]([C:34]1[CH:35]=[C:36]([CH:40]=[CH:41][CH:42]=1)[CH2:37][CH2:38][NH2:39])[C:28]1[CH:33]=[CH:32][CH:31]=[CH:30][CH:29]=1.Cl.CN(C)CCCN=C=NCC.ON1C2N=CC=CC=2N=N1. The catalyst is CN(C=O)C.C(Cl)Cl. The product is [Cl:1][C:2]1[CH:3]=[C:4]2[C:9](=[CH:10][C:11]=1[O:12][C:13]1[CH:14]=[CH:15][C:16]([C:17](=[O:18])[NH:39][CH2:38][CH2:37][C:36]3[CH:40]=[CH:41][CH:42]=[C:34]([O:27][C:28]4[CH:33]=[CH:32][CH:31]=[CH:30][CH:29]=4)[CH:35]=3)=[CH:20][CH:21]=1)[O:8][CH2:7][CH2:6][CH:5]2[C:22]([O:24][CH2:25][CH3:26])=[O:23]. The yield is 0.914. (2) The reactants are [F:1][C:2]1[CH:25]=[CH:24][CH:23]=[C:22]([F:26])[C:3]=1[C:4]([NH:6][C:7]1[CH:12]=[CH:11][C:10]([S:13][C:14]2[N:19]=[C:18](Cl)[CH:17]=[C:16]([Cl:21])[N:15]=2)=[CH:9][CH:8]=1)=[O:5].[CH3:27][C:28]1[CH:29]=[C:30]([NH2:33])[NH:31][N:32]=1.[I-].[Na+].C(N(C(C)C)CC)(C)C. The catalyst is C(OCC)(=O)C.CN(C)C=O. The product is [F:26][C:22]1[CH:23]=[CH:24][CH:25]=[C:2]([F:1])[C:3]=1[C:4]([NH:6][C:7]1[CH:8]=[CH:9][C:10]([S:13][C:14]2[N:15]=[C:16]([Cl:21])[CH:17]=[C:18]([NH:33][C:30]3[NH:31][N:32]=[C:28]([CH3:27])[CH:29]=3)[N:19]=2)=[CH:11][CH:12]=1)=[O:5]. The yield is 0.980. (3) The reactants are [Cl:1][C:2]1[S:27][C:5]2[N:6]=[CH:7][N:8]=[C:9]([NH:10][CH:11]3[CH2:16][CH2:15][N:14]([CH2:17][C:18]4[CH:19]=[C:20]([CH:24]=[CH:25][CH:26]=4)[C:21](O)=[O:22])[CH2:13][CH2:12]3)[C:4]=2[CH:3]=1.Cl.[CH3:29][NH:30][CH3:31].CCN(C(C)C)C(C)C. The catalyst is S(Cl)(Cl)=O.C(Cl)Cl. The product is [Cl:1][C:2]1[S:27][C:5]2[N:6]=[CH:7][N:8]=[C:9]([NH:10][CH:11]3[CH2:16][CH2:15][N:14]([CH2:17][C:18]4[CH:19]=[C:20]([CH:24]=[CH:25][CH:26]=4)[C:21]([N:30]([CH3:31])[CH3:29])=[O:22])[CH2:13][CH2:12]3)[C:4]=2[CH:3]=1. The yield is 0.600. (4) The reactants are O[CH2:2][C:3]1[CH:12]=[N:11][C:10]2[N:9]3[CH2:13][CH2:14][CH2:15][C@H:8]3[C:7](=[O:16])[NH:6][C:5]=2[CH:4]=1.[F:17][C:18]1[CH:23]=[C:22]([F:24])[CH:21]=[CH:20][C:19]=1[N:25]1[CH2:30][CH2:29][NH:28][CH2:27][CH2:26]1.[I-].C(C[P+](C)(C)C)#N.C(N(CC)C(C)C)(C)C. The catalyst is C(#N)CC.CS(C)=O. The product is [F:17][C:18]1[CH:23]=[C:22]([F:24])[CH:21]=[CH:20][C:19]=1[N:25]1[CH2:26][CH2:27][N:28]([CH2:2][C:3]2[CH:12]=[N:11][C:10]3[N:9]4[CH2:13][CH2:14][CH2:15][C@H:8]4[C:7](=[O:16])[NH:6][C:5]=3[CH:4]=2)[CH2:29][CH2:30]1. The yield is 0.231. (5) The reactants are [N:1]([C@H:4]([C:9]1[CH:14]=[CH:13][C:12]([C:15]([F:18])([F:17])[F:16])=[CH:11][CH:10]=1)[C@@H:5]([OH:8])[CH2:6][OH:7])=[N+]=[N-].[C:19]([O:23][C:24](O[C:24]([O:23][C:19]([CH3:22])([CH3:21])[CH3:20])=[O:25])=[O:25])([CH3:22])([CH3:21])[CH3:20]. The catalyst is CCOC(C)=O.[Pd]. The product is [OH:8][C@@H:5]([CH2:6][OH:7])[C@H:4]([NH:1][C:24](=[O:25])[O:23][C:19]([CH3:22])([CH3:21])[CH3:20])[C:9]1[CH:14]=[CH:13][C:12]([C:15]([F:18])([F:17])[F:16])=[CH:11][CH:10]=1. The yield is 0.600. (6) The reactants are [F:1][C:2]([F:27])([F:26])[O:3][C:4]1[CH:9]=[CH:8][C:7]([C:10]2[CH:18]=[C:17]3[C:13]([C:14]([C:20](=[O:25])[C:21]([O:23]C)=[O:22])=[CH:15][N:16]3[CH3:19])=[CH:12][CH:11]=2)=[CH:6][CH:5]=1.[OH-].[Na+].O.Cl. The catalyst is CO. The product is [CH3:19][N:16]1[C:17]2[C:13](=[CH:12][CH:11]=[C:10]([C:7]3[CH:6]=[CH:5][C:4]([O:3][C:2]([F:1])([F:26])[F:27])=[CH:9][CH:8]=3)[CH:18]=2)[C:14]([C:20](=[O:25])[C:21]([OH:23])=[O:22])=[CH:15]1. The yield is 0.591. (7) The reactants are C[O:2][C:3]([C:5]1[O:9][N:8]=[C:7]([O:10][CH2:11][C:12]2[C:13]([C:18]3[CH:23]=[CH:22][CH:21]=[CH:20][N:19]=3)=[N:14][O:15][C:16]=2[CH3:17])[CH:6]=1)=[O:4].[OH-].[Na+].Cl. The catalyst is O1CCOCC1. The product is [CH3:17][C:16]1[O:15][N:14]=[C:13]([C:18]2[CH:23]=[CH:22][CH:21]=[CH:20][N:19]=2)[C:12]=1[CH2:11][O:10][C:7]1[CH:6]=[C:5]([C:3]([OH:4])=[O:2])[O:9][N:8]=1. The yield is 0.930. (8) The yield is 0.360. The catalyst is CN(C=O)C.O. The reactants are [O:1]1[CH2:6][CH2:5][CH2:4][O:3][CH:2]1[C:7]1[N:12]=[CH:11][C:10]([C:13]2[S:21][C:20]3[C:15](=[N:16][CH:17]=[CH:18][C:19]=3[O:22][C:23]3[CH:29]=[CH:28][C:26]([NH2:27])=[CH:25][C:24]=3[F:30])[CH:14]=2)=[CH:9][CH:8]=1.[N:31]1[CH:36]=C[CH:34]=[CH:33][CH:32]=1.ClC(OC1C=CC=CC=1)=[O:39].C1(N)CC1. The product is [O:1]1[CH2:6][CH2:5][CH2:4][O:3][CH:2]1[C:7]1[N:12]=[CH:11][C:10]([C:13]2[S:21][C:20]3[C:15](=[N:16][CH:17]=[CH:18][C:19]=3[O:22][C:23]3[CH:29]=[CH:28][C:26]([NH:27][C:36]([NH:31][CH:32]4[CH2:34][CH2:33]4)=[O:39])=[CH:25][C:24]=3[F:30])[CH:14]=2)=[CH:9][CH:8]=1. (9) The catalyst is O.C1C=CC([P]([Pd]([P](C2C=CC=CC=2)(C2C=CC=CC=2)C2C=CC=CC=2)([P](C2C=CC=CC=2)(C2C=CC=CC=2)C2C=CC=CC=2)[P](C2C=CC=CC=2)(C2C=CC=CC=2)C2C=CC=CC=2)(C2C=CC=CC=2)C2C=CC=CC=2)=CC=1. The reactants are Br[C:2]1[CH:3]=[C:4]([CH:8]=[C:9]2[CH2:14][CH2:13][N:12]([C:15]([O:17][C:18]([CH3:21])([CH3:20])[CH3:19])=[O:16])[CH2:11][CH2:10]2)[CH:5]=[CH:6][CH:7]=1.C([O-])([O-])=O.[K+].[K+].O1[CH2:33][CH2:32]OCC1. The yield is 0.860. The product is [C:11]([C:10]1[CH:9]=[C:8]([C:2]2[CH:7]=[CH:6][CH:5]=[C:4]([CH:8]=[C:9]3[CH2:14][CH2:13][N:12]([C:15]([O:17][C:18]([CH3:21])([CH3:20])[CH3:19])=[O:16])[CH2:11][CH2:10]3)[CH:3]=2)[CH:4]=[CH:32][CH:33]=1)#[N:12].